From a dataset of Forward reaction prediction with 1.9M reactions from USPTO patents (1976-2016). Predict the product of the given reaction. (1) Given the reactants [Cl:1][C:2]1[CH:7]=[C:6]([N+:8]([O-:10])=[O:9])[C:5]([O:11][CH3:12])=[CH:4][C:3]=1[CH2:13][CH2:14]O.C1(P(C2C=CC=CC=2)C2C=CC=CC=2)C=CC=CC=1.C(Br)(Br)(Br)[Br:36], predict the reaction product. The product is: [Br:36][CH2:14][CH2:13][C:3]1[CH:4]=[C:5]([O:11][CH3:12])[C:6]([N+:8]([O-:10])=[O:9])=[CH:7][C:2]=1[Cl:1]. (2) The product is: [CH2:24]([O:31][C:32]1[CH:33]=[CH:34][C:35]([CH2:38][N:15]2[C:14]3[C:13]4[C:3]5([C:4]6[C:9](=[CH:8][CH:7]=[CH:6][CH:5]=6)[NH:1][C:2]5=[O:21])[CH2:10][O:11][C:12]=4[CH:20]=[CH:19][C:18]=3[NH:17][O:16]2)=[N:36][CH:37]=1)[C:25]1[CH:26]=[CH:27][CH:28]=[CH:29][CH:30]=1. Given the reactants [NH:1]1[C:9]2[C:4](=[CH:5][CH:6]=[CH:7][CH:8]=2)[C:3]2([C:13]3[C:14]4[C:18]([CH:19]=[CH:20][C:12]=3[O:11][CH2:10]2)=[N:17][O:16][N:15]=4)[C:2]1=[O:21].[H-].[Na+].[CH2:24]([O:31][C:32]1[CH:33]=[CH:34][C:35]([CH2:38]Cl)=[N:36][CH:37]=1)[C:25]1[CH:30]=[CH:29][CH:28]=[CH:27][CH:26]=1.[Cl-].[NH4+], predict the reaction product. (3) Given the reactants C12(COC3C(C4CC4)=CC(C(O)=O)=CN=3)CC3CC(CC(C3)C1)C2.[C@@H:25]12[CH2:31][C@@H:28]([CH2:29][CH2:30]1)[CH2:27][C@H:26]2[O:32][C:33]1[C:41]([CH:42]2[CH2:44][CH2:43]2)=[CH:40][C:36]([C:37]([OH:39])=O)=[C:35]([F:45])[CH:34]=1.COCCS(N)(=O)=O.[N:54]1([S:58]([NH2:61])(=[O:60])=[O:59])[CH2:57][CH2:56][CH2:55]1, predict the reaction product. The product is: [N:54]1([S:58]([NH:61][C:37](=[O:39])[C:36]2[CH:40]=[C:41]([CH:42]3[CH2:43][CH2:44]3)[C:33]([O:32][C@@H:26]3[CH2:27][C@H:28]4[CH2:31][C@@H:25]3[CH2:30][CH2:29]4)=[CH:34][C:35]=2[F:45])(=[O:60])=[O:59])[CH2:57][CH2:56][CH2:55]1. (4) The product is: [Cl:1][C:2]1[N:6]2[CH:7]=[C:8]([C:15]3[CH:19]=[CH:18][O:17][CH:16]=3)[CH:9]=[C:10]([C:11]([F:13])([F:12])[F:14])[C:5]2=[N:4][C:3]=1[C:20]([N:33]1[CH2:32][CH2:31][CH:30]([N:25]2[C:24]([CH3:23])([CH3:36])[CH2:28][O:27][C:26]2=[O:29])[CH2:35][CH2:34]1)=[O:22]. Given the reactants [Cl:1][C:2]1[N:6]2[CH:7]=[C:8]([C:15]3[CH:19]=[CH:18][O:17][CH:16]=3)[CH:9]=[C:10]([C:11]([F:14])([F:13])[F:12])[C:5]2=[N:4][C:3]=1[C:20]([OH:22])=O.[CH3:23][C:24]1([CH3:36])[CH2:28][O:27][C:26](=[O:29])[N:25]1[CH:30]1[CH2:35][CH2:34][NH:33][CH2:32][CH2:31]1.OC1C2N=NNC=2C=CC=1, predict the reaction product. (5) Given the reactants [C:1]([O:5][C:6]([N:8]1[CH2:13][CH:12]([CH3:14])[NH:11][CH:10]([CH3:15])[CH2:9]1)=[O:7])([CH3:4])([CH3:3])[CH3:2].Cl[C:17]1[N:22]=[CH:21][CH:20]=[CH:19][N:18]=1, predict the reaction product. The product is: [C:1]([O:5][C:6]([N:8]1[CH2:13][CH:12]([CH3:14])[N:11]([C:17]2[N:22]=[CH:21][CH:20]=[CH:19][N:18]=2)[CH:10]([CH3:15])[CH2:9]1)=[O:7])([CH3:4])([CH3:2])[CH3:3]. (6) The product is: [C:17]([NH:21][C:2]1[N:7]=[C:6]([C:8]#[C:9][C:10]2[CH:15]=[CH:14][C:13]([F:16])=[CH:12][CH:11]=2)[CH:5]=[CH:4][N:3]=1)([CH3:20])([CH3:19])[CH3:18]. Given the reactants Cl[C:2]1[N:7]=[C:6]([C:8]#[C:9][C:10]2[CH:15]=[CH:14][C:13]([F:16])=[CH:12][CH:11]=2)[CH:5]=[CH:4][N:3]=1.[C:17]([NH2:21])([CH3:20])([CH3:19])[CH3:18], predict the reaction product. (7) Given the reactants [OH:1][C:2]1[CH:3]=[C:4]([CH:7]=[CH:8][CH:9]=1)[CH:5]=[O:6].C(N(CC)CC)C.[CH3:17][S:18](Cl)(=[O:20])=[O:19], predict the reaction product. The product is: [CH3:17][S:18]([O:1][C:2]1[CH:9]=[CH:8][CH:7]=[C:4]([CH:5]=[O:6])[CH:3]=1)(=[O:20])=[O:19]. (8) Given the reactants [NH2:1][C:2]1[CH:9]=[CH:8][CH:7]=[C:6]([O:10][CH:11]2[CH2:17][CH2:16][CH2:15][CH2:14][CH2:13][CH2:12]2)[C:3]=1[C:4]#[N:5].O=[C:19]([CH3:26])[CH2:20][C:21]([O:23][CH2:24][CH3:25])=[O:22], predict the reaction product. The product is: [NH2:5][C:4]1[C:3]2[C:2](=[CH:9][CH:8]=[CH:7][C:6]=2[O:10][CH:11]2[CH2:12][CH2:13][CH2:14][CH2:15][CH2:16][CH2:17]2)[N:1]=[C:19]([CH3:26])[C:20]=1[C:21]([O:23][CH2:24][CH3:25])=[O:22].